Dataset: Full USPTO retrosynthesis dataset with 1.9M reactions from patents (1976-2016). Task: Predict the reactants needed to synthesize the given product. (1) Given the product [F:8][C:6]1[CH:7]=[C:2]([NH:18][C@H:16]2[CH2:17][C@@H:14]([O:13][CH3:12])[CH2:15]2)[C:3]([NH2:9])=[CH:4][CH:5]=1, predict the reactants needed to synthesize it. The reactants are: F[C:2]1[CH:7]=[C:6]([F:8])[CH:5]=[CH:4][C:3]=1[N+:9]([O-])=O.[CH3:12][O:13][C@@H:14]1[CH2:17][C@H:16]([NH2:18])[CH2:15]1.CCN(C(C)C)C(C)C. (2) Given the product [CH3:1][O:2][C:3]1[CH:4]=[CH:5][C:6]2[CH:16]=[CH:15][C:10]3=[N:11][CH:12]=[CH:13][CH:14]=[C:9]3[C:8](=[O:17])[C:7]=2[CH:18]=1, predict the reactants needed to synthesize it. The reactants are: [CH3:1][O:2][C:3]1[CH:4]=[CH:5][C:6]2[CH2:16][CH2:15][C:10]3=[N:11][CH:12]=[CH:13][CH:14]=[C:9]3[C:8](=[O:17])[C:7]=2[CH:18]=1.[Se]. (3) Given the product [F:1][C:2]1[CH:3]=[C:4]([CH:17]=[CH:18][CH:19]=1)[CH2:5][N:6]1[CH:11]=[CH:10][CH:9]=[C:8]([C:12]([OH:14])=[O:13])[C:7]1=[O:16], predict the reactants needed to synthesize it. The reactants are: [F:1][C:2]1[CH:3]=[C:4]([CH:17]=[CH:18][CH:19]=1)[CH2:5][N:6]1[CH:11]=[CH:10][CH:9]=[C:8]([C:12]([O:14]C)=[O:13])[C:7]1=[O:16].[OH-].[Na+]. (4) Given the product [Cl:31][C:32]1[CH:37]=[C:36]([N:17]2[C:18]3[C:14](=[CH:13][C:12]([C:10]([N:7]4[CH2:8][CH2:9][N:4]([CH:1]([CH3:3])[CH3:2])[CH2:5][CH2:6]4)=[O:11])=[CH:20][CH:19]=3)[CH:15]=[C:16]2[C:21]([N:23]2[CH2:28][CH2:27][CH:26]([O:29][CH3:30])[CH2:25][CH2:24]2)=[O:22])[CH:35]=[CH:34][N:33]=1, predict the reactants needed to synthesize it. The reactants are: [CH:1]([N:4]1[CH2:9][CH2:8][N:7]([C:10]([C:12]2[CH:13]=[C:14]3[C:18](=[CH:19][CH:20]=2)[NH:17][C:16]([C:21]([N:23]2[CH2:28][CH2:27][CH:26]([O:29][CH3:30])[CH2:25][CH2:24]2)=[O:22])=[CH:15]3)=[O:11])[CH2:6][CH2:5]1)([CH3:3])[CH3:2].[Cl:31][C:32]1[CH:37]=[C:36](B(O)O)[CH:35]=[CH:34][N:33]=1.N1C=CC=CC=1.